The task is: Predict the product of the given reaction.. This data is from Forward reaction prediction with 1.9M reactions from USPTO patents (1976-2016). (1) Given the reactants [CH2:1]([N:8]1[CH2:13][N:12](CC2C=CC(OC)=CC=2OC)[CH2:11][N:10]([C:25]2[CH:26]=[N:27][N:28]([CH2:30][C:31]3[C:32]([CH3:37])=[N:33][O:34][C:35]=3[CH3:36])[CH:29]=2)[C:9]1=[O:38])[C:2]1[CH:7]=[CH:6][CH:5]=[CH:4][CH:3]=1.C1(OC)C=CC=CC=1.FC(F)(F)C(O)=O.ClCCl, predict the reaction product. The product is: [CH2:1]([N:8]1[CH2:13][NH:12][CH2:11][N:10]([C:25]2[CH:26]=[N:27][N:28]([CH2:30][C:31]3[C:32]([CH3:37])=[N:33][O:34][C:35]=3[CH3:36])[CH:29]=2)[C:9]1=[O:38])[C:2]1[CH:3]=[CH:4][CH:5]=[CH:6][CH:7]=1. (2) Given the reactants [Br:1][C:2]1[CH:7]=[CH:6][C:5]([NH:8]C(=O)C)=[C:4]([CH3:12])[C:3]=1[Cl:13].[OH-].[Na+], predict the reaction product. The product is: [Br:1][C:2]1[CH:7]=[CH:6][C:5]([NH2:8])=[C:4]([CH3:12])[C:3]=1[Cl:13]. (3) Given the reactants [Cl:1][C:2]1[C:3]([C:23]2[CH:32]=[CH:31][C:30]3[C:25](=[CH:26][CH:27]=[CH:28][CH:29]=3)[CH:24]=2)=[CH:4][C:5]2[N:9]=[C:8]([O:10][C:11]3[CH:12]=[CH:13][C:14]([CH3:21])=[C:15]([CH:20]=3)[C:16]([O:18]C)=[O:17])[NH:7][C:6]=2[CH:22]=1.[OH-].[Na+], predict the reaction product. The product is: [Cl:1][C:2]1[C:3]([C:23]2[CH:32]=[CH:31][C:30]3[C:25](=[CH:26][CH:27]=[CH:28][CH:29]=3)[CH:24]=2)=[CH:4][C:5]2[N:9]=[C:8]([O:10][C:11]3[CH:12]=[CH:13][C:14]([CH3:21])=[C:15]([CH:20]=3)[C:16]([OH:18])=[O:17])[NH:7][C:6]=2[CH:22]=1.